Dataset: Forward reaction prediction with 1.9M reactions from USPTO patents (1976-2016). Task: Predict the product of the given reaction. (1) Given the reactants Br[C:2]1[CH:15]=[N:14][C:5]2[NH:6][C:7]3[CH2:8][CH2:9][CH2:10][C:11](=[O:13])[C:12]=3[C:4]=2[CH:3]=1.[C:16]1(B(O)O)[CH:21]=[CH:20][CH:19]=[CH:18][CH:17]=1.C(=O)([O-])[O-].[Na+].[Na+].Cl, predict the reaction product. The product is: [C:16]1([C:2]2[CH:15]=[N:14][C:5]3[NH:6][C:7]4[CH2:8][CH2:9][CH2:10][C:11](=[O:13])[C:12]=4[C:4]=3[CH:3]=2)[CH:21]=[CH:20][CH:19]=[CH:18][CH:17]=1. (2) Given the reactants [F:1][C:2]1[CH:7]=[CH:6][C:5]([C:8]2[CH:16]=[C:15]([CH:17]([O:23][CH2:24][CH2:25][N:26]3[CH:30]=[CH:29][N:28]=[CH:27]3)[C:18]3[S:19][CH:20]=[CH:21][N:22]=3)[CH:14]=[CH:13][C:9]=2[C:10]([OH:12])=O)=[CH:4][CH:3]=1.[C:31]([O:35][C:36](=[O:43])[C@H:37]([CH2:39][CH2:40][S:41][CH3:42])[NH2:38])([CH3:34])([CH3:33])[CH3:32], predict the reaction product. The product is: [F:1][C:2]1[CH:7]=[CH:6][C:5]([C:8]2[CH:16]=[C:15]([CH:17]([O:23][CH2:24][CH2:25][N:26]3[CH:30]=[CH:29][N:28]=[CH:27]3)[C:18]3[S:19][CH:20]=[CH:21][N:22]=3)[CH:14]=[CH:13][C:9]=2[C:10]([NH:38][C@@H:37]([CH2:39][CH2:40][S:41][CH3:42])[C:36]([O:35][C:31]([CH3:32])([CH3:33])[CH3:34])=[O:43])=[O:12])=[CH:4][CH:3]=1. (3) Given the reactants [C:1]([O:5][C:6](=[O:31])[N:7]([C@H:9]([C:11](=[O:30])[NH:12][C@H:13]([C:17]([N:19]1[C:23]2=[N:24][CH:25]=[CH:26][CH:27]=[C:22]2[CH2:21][C@H:20]1[CH:28]=O)=[O:18])[CH:14]([CH3:16])[CH3:15])[CH3:10])[CH3:8])([CH3:4])([CH3:3])[CH3:2].[CH:32]1[C:41]2[C:36](=[CH:37][CH:38]=[CH:39][CH:40]=2)[CH:35]=[CH:34][C:33]=1[NH2:42].C(O)(=O)C.[BH3-]C#N.[Na+], predict the reaction product. The product is: [C:1]([O:5][C:6](=[O:31])[N:7]([CH3:8])[C@H:9]([C:11](=[O:30])[NH:12][C@H:13]([C:17]([N:19]1[C:23]2=[N:24][CH:25]=[CH:26][CH:27]=[C:22]2[CH2:21][C@H:20]1[CH2:28][NH:42][C:33]1[CH:34]=[CH:35][C:36]2[C:41](=[CH:40][CH:39]=[CH:38][CH:37]=2)[CH:32]=1)=[O:18])[CH:14]([CH3:16])[CH3:15])[CH3:10])([CH3:4])([CH3:3])[CH3:2]. (4) Given the reactants [CH3:1][C:2]1[C:11]2[CH:10]=[N:9][C:8](S(C)=O)=[N:7][C:6]=2[N:5]([C:15]2[CH:16]=[C:17]([NH:21][C:22](=[O:25])[CH:23]=[CH2:24])[CH:18]=[CH:19][CH:20]=2)[C:4](=[O:26])[CH:3]=1.[CH3:27][N:28]1[CH2:33][CH2:32][N:31]([C:34]2[CH:40]=[CH:39][C:37]([NH2:38])=[CH:36][CH:35]=2)[CH2:30][CH2:29]1.CCN(C(C)C)C(C)C, predict the reaction product. The product is: [CH3:1][C:2]1[C:11]2[CH:10]=[N:9][C:8]([NH:38][C:37]3[CH:36]=[CH:35][C:34]([N:31]4[CH2:30][CH2:29][N:28]([CH3:27])[CH2:33][CH2:32]4)=[CH:40][CH:39]=3)=[N:7][C:6]=2[N:5]([C:15]2[CH:16]=[C:17]([NH:21][C:22](=[O:25])[CH:23]=[CH2:24])[CH:18]=[CH:19][CH:20]=2)[C:4](=[O:26])[CH:3]=1. (5) Given the reactants Br[C:2]1[CH:7]=[CH:6][C:5]([C:8]#[C:9][CH2:10][OH:11])=[CH:4][CH:3]=1.CC1(C)C(C)(C)OB([C:20]2[CH:21]=[C:22]3[C:27](=[CH:28][CH:29]=2)[CH:26]=[C:25]([OH:30])[CH:24]=[CH:23]3)O1.C(OCC)(=O)C.Cl, predict the reaction product. The product is: [OH:11][CH2:10][C:9]#[C:8][C:5]1[CH:6]=[CH:7][C:2]([C:20]2[CH:21]=[C:22]3[C:27](=[CH:28][CH:29]=2)[CH:26]=[C:25]([OH:30])[CH:24]=[CH:23]3)=[CH:3][CH:4]=1. (6) Given the reactants [CH3:1][C:2]([OH:7])([CH3:6])[CH2:3][CH2:4][OH:5].[H-].[Na+].[CH2:10]([N:14]1[C:18]2[CH:19]=[N:20][CH:21]=[CH:22][C:17]=2[S:16]/[C:15]/1=[N:23]\[C:24](=[O:36])[C:25]1[CH:30]=[C:29]([C:31]([F:34])([F:33])[F:32])[CH:28]=[CH:27][C:26]=1F)[CH2:11][CH2:12][CH3:13], predict the reaction product. The product is: [CH2:10]([N:14]1[C:18]2[CH:19]=[N:20][CH:21]=[CH:22][C:17]=2[S:16]/[C:15]/1=[N:23]\[C:24](=[O:36])[C:25]1[CH:30]=[C:29]([C:31]([F:34])([F:33])[F:32])[CH:28]=[CH:27][C:26]=1[O:5][CH2:4][CH2:3][C:2]([OH:7])([CH3:6])[CH3:1])[CH2:11][CH2:12][CH3:13]. (7) The product is: [Br:1][C:2]1[CH:7]=[C:6]2[C:5](=[CH:4][CH:3]=1)[NH:14][N:13]=[C:8]2[CH3:9]. Given the reactants [Br:1][C:2]1[CH:3]=[CH:4][C:5](F)=[C:6]([C:8](=O)[CH3:9])[CH:7]=1.O.[NH2:13][NH2:14], predict the reaction product.